Task: Predict the reactants needed to synthesize the given product.. Dataset: Full USPTO retrosynthesis dataset with 1.9M reactions from patents (1976-2016) (1) Given the product [C:8]([C:7]1[N:6]=[CH:5][C:4]([NH:10][C@H:11]([CH2:15][CH3:16])[C:12]([NH2:14])=[O:13])=[CH:3][C:2]=1[NH:24][C:22]1[S:21][N:20]=[C:19]([CH3:18])[CH:23]=1)#[N:9], predict the reactants needed to synthesize it. The reactants are: Br[C:2]1[CH:3]=[C:4]([NH:10][C@H:11]([CH2:15][CH3:16])[C:12]([NH2:14])=[O:13])[CH:5]=[N:6][C:7]=1[C:8]#[N:9].Cl.[CH3:18][C:19]1[CH:23]=[C:22]([NH2:24])[S:21][N:20]=1.O(C1C=CC=CC=1)[Na].O.O.O.CC1(C)C2C(=C(P(C3C=CC=CC=3)C3C=CC=CC=3)C=CC=2)OC2C(P(C3C=CC=CC=3)C3C=CC=CC=3)=CC=CC1=2. (2) Given the product [OH:22][CH2:21][CH2:20][CH2:19][CH2:18][CH2:17][CH2:16][NH:15][C:1](=[O:5])[C:2]([CH3:4])=[CH2:3], predict the reactants needed to synthesize it. The reactants are: [C:1](Cl)(=[O:5])[C:2]([CH3:4])=[CH2:3].ON1C(=O)CCC1=O.[NH2:15][CH2:16][CH2:17][CH2:18][CH2:19][CH2:20][CH2:21][OH:22]. (3) Given the product [CH3:27][C:21]1[N:22]=[C:23]2[C:18]([C:17]([NH:8][C:6]3[CH:7]=[C:2]([CH3:1])[CH:3]=[CH:4][C:5]=3[S:9][C:10]3[CH:15]=[CH:14][CH:13]=[CH:12][N:11]=3)=[CH:26][CH:25]=[N:24]2)=[CH:19][CH:20]=1, predict the reactants needed to synthesize it. The reactants are: [CH3:1][C:2]1[CH:3]=[CH:4][C:5]([S:9][C:10]2[CH:15]=[CH:14][CH:13]=[CH:12][N:11]=2)=[C:6]([NH2:8])[CH:7]=1.Cl[C:17]1[CH:26]=[CH:25][N:24]=[C:23]2[C:18]=1[CH:19]=[CH:20][C:21]([CH3:27])=[N:22]2. (4) The reactants are: Cl.[NH2:2][C:3]1[N:8]=[CH:7][C:6]([CH:9]([CH3:14])[CH2:10][C:11]([OH:13])=[O:12])=[CH:5][CH:4]=1.S(=O)(=O)(O)O.[CH3:20]O. Given the product [NH2:2][C:3]1[N:8]=[CH:7][C:6]([CH:9]([CH3:14])[CH2:10][C:11]([O:13][CH3:20])=[O:12])=[CH:5][CH:4]=1, predict the reactants needed to synthesize it. (5) The reactants are: Cl[C:2]1[C:3]2[N:4]([N:8]=[C:9]([NH2:11])[N:10]=2)[CH:5]=[CH:6][N:7]=1.[IH:12].[OH-].[Na+]. Given the product [I:12][C:2]1[C:3]2[N:4]([N:8]=[C:9]([NH2:11])[N:10]=2)[CH:5]=[CH:6][N:7]=1, predict the reactants needed to synthesize it.